Dataset: Catalyst prediction with 721,799 reactions and 888 catalyst types from USPTO. Task: Predict which catalyst facilitates the given reaction. (1) Reactant: C([O:3][C:4](=[O:31])[C:5]([CH2:9][NH:10][C:11]1[N:16]=[C:15]([NH:17][C:18]2[N:23]=[CH:22][C:21]3[N:24]=[C:25]([CH3:30])[N:26]([CH:27]([CH3:29])[CH3:28])[C:20]=3[CH:19]=2)[CH:14]=[CH:13][N:12]=1)([CH3:8])[CH2:6][CH3:7])C.O.[OH-].[Li+]. Product: [CH:27]([N:26]1[C:20]2[CH:19]=[C:18]([NH:17][C:15]3[CH:14]=[CH:13][N:12]=[C:11]([NH:10][CH2:9][C:5]([CH3:8])([CH2:6][CH3:7])[C:4]([OH:31])=[O:3])[N:16]=3)[N:23]=[CH:22][C:21]=2[N:24]=[C:25]1[CH3:30])([CH3:28])[CH3:29]. The catalyst class is: 87. (2) The catalyst class is: 255. Reactant: Cl.[S:2]1[CH:6]=[C:5]([O:7][CH:8]2[CH2:11][NH:10][CH2:9]2)[C:4]2[CH:12]=[CH:13][CH:14]=[CH:15][C:3]1=2.CCN=C=NCCCN(C)C.C1C=CC2N(O)N=NC=2C=1.C(N(C(C)C)CC)(C)C.Cl.[O:47]=[C:48]1[NH:57][C:56]2[N:55]=[CH:54][C:53](/[CH:58]=[CH:59]/[C:60](O)=[O:61])=[CH:52][C:51]=2[CH2:50][CH2:49]1. Product: [S:2]1[CH:6]=[C:5]([O:7][CH:8]2[CH2:11][N:10]([C:60](=[O:61])/[CH:59]=[CH:58]/[C:53]3[CH:52]=[C:51]4[C:56](=[N:55][CH:54]=3)[NH:57][C:48](=[O:47])[CH2:49][CH2:50]4)[CH2:9]2)[C:4]2[CH:12]=[CH:13][CH:14]=[CH:15][C:3]1=2. (3) Reactant: [I-].C([N+]1(C)[CH2:14][CH2:13][C:12](=[O:15])[CH:11]([CH2:16][CH2:17][CH2:18][CH3:19])[CH2:10]1)C1C=CC=CC=1.[CH3:21][O:22][C:23]1[CH:24]=[C:25]([CH:27]=[C:28]([O:32][CH3:33])[C:29]=1[O:30][CH3:31])[NH2:26].C(=O)([O-])[O-].[K+].[K+]. Product: [CH2:16]([CH:11]1[C:12](=[O:15])[CH2:13][CH2:14][N:26]([C:25]2[CH:27]=[C:28]([O:32][CH3:33])[C:29]([O:30][CH3:31])=[C:23]([O:22][CH3:21])[CH:24]=2)[CH2:10]1)[CH2:17][CH2:18][CH3:19]. The catalyst class is: 97. (4) Reactant: [OH:1][C:2]([CH3:26])([CH3:25])[CH2:3][CH2:4][C:5]1[O:9][N:8]=[C:7]([C:10]2[CH:11]=[CH:12][C:13]([CH3:24])=[C:14]([NH:16]C(=O)OC(C)(C)C)[CH:15]=2)[N:6]=1. Product: [NH2:16][C:14]1[CH:15]=[C:10]([C:7]2[N:6]=[C:5]([CH2:4][CH2:3][C:2]([CH3:26])([OH:1])[CH3:25])[O:9][N:8]=2)[CH:11]=[CH:12][C:13]=1[CH3:24]. The catalyst class is: 67.